This data is from Full USPTO retrosynthesis dataset with 1.9M reactions from patents (1976-2016). The task is: Predict the reactants needed to synthesize the given product. (1) Given the product [ClH:1].[ClH:41].[Cl:1][C:2]1[CH:3]=[C:4]([CH2:8][CH2:9][NH:10][CH2:18][CH2:19][CH2:20][S:21]([CH2:24][CH2:25][NH:26][CH2:27][C@@H:28]([C:29]2[C:37]3[S:36][C:35](=[O:38])[NH:34][C:33]=3[C:32]([OH:39])=[CH:31][CH:30]=2)[OH:40])(=[O:23])=[O:22])[CH:5]=[CH:6][CH:7]=1, predict the reactants needed to synthesize it. The reactants are: [Cl:1][C:2]1[CH:3]=[C:4]([CH2:8][CH2:9][N:10]([CH2:18][CH2:19][CH2:20][S:21]([CH2:24][CH2:25][NH:26][CH2:27][C@H:28]([OH:40])[C:29]2[C:37]3[S:36][C:35](=[O:38])[NH:34][C:33]=3[C:32]([OH:39])=[CH:31][CH:30]=2)(=[O:23])=[O:22])C(=O)OC(C)(C)C)[CH:5]=[CH:6][CH:7]=1.[ClH:41]. (2) Given the product [NH2:11][C:5]1[C:4]([N+:14]([O-:16])=[O:15])=[CH:3][C:2]([CH3:1])=[CH:13][C:6]=1[C:7]([OH:9])=[O:8], predict the reactants needed to synthesize it. The reactants are: [CH3:1][C:2]1[CH:13]=[C:6]2[C:7]([O:9]C(=O)[NH:11][C:5]2=[C:4]([N+:14]([O-:16])=[O:15])[CH:3]=1)=[O:8].[OH-].[Na+].Cl. (3) The reactants are: [NH2:1][C:2]1[C:7]([NH2:8])=[CH:6][C:5]([Br:9])=[CH:4][N:3]=1.[CH:10](O)=O. Given the product [Br:9][C:5]1[CH:6]=[C:7]2[NH:8][CH:10]=[N:1][C:2]2=[N:3][CH:4]=1, predict the reactants needed to synthesize it. (4) Given the product [Cl:1][CH2:2][CH2:3][CH2:4][O:5][C:6]1[CH:11]=[CH:10][C:9]([C:12]2[CH:16]=[N:21][NH:20][C:14](=[O:15])[CH:13]=2)=[CH:8][CH:7]=1, predict the reactants needed to synthesize it. The reactants are: [Cl:1][CH2:2][CH2:3][CH2:4][O:5][C:6]1[CH:11]=[CH:10][C:9]([C:12]2[CH:16](O)[O:15][C:14](=O)[CH:13]=2)=[CH:8][CH:7]=1.O.[NH2:20][NH2:21]. (5) The reactants are: Br[C:2]1[N:3]=[CH:4][C:5]([C:8]([N:10]2[CH2:15][CH2:14][N:13]([C:16]3[C:21]([CH3:22])=[CH:20][C:19]([CH:23]4[CH2:25][CH2:24]4)=[CH:18][N:17]=3)[CH2:12][CH2:11]2)=[O:9])=[N:6][CH:7]=1.[NH:26]1[CH2:30][CH2:29][CH2:28][C:27]1=[O:31]. Given the product [CH:23]1([C:19]2[CH:20]=[C:21]([CH3:22])[C:16]([N:13]3[CH2:14][CH2:15][N:10]([C:8]([C:5]4[N:6]=[CH:7][C:2]([N:26]5[CH2:30][CH2:29][CH2:28][C:27]5=[O:31])=[N:3][CH:4]=4)=[O:9])[CH2:11][CH2:12]3)=[N:17][CH:18]=2)[CH2:25][CH2:24]1, predict the reactants needed to synthesize it. (6) The reactants are: [O:1]1[CH2:6][CH2:5][N:4]([C:7]2[S:8][N:9]=[C:10]3[CH:15]=[C:14](Br)[CH:13]=[N:12][C:11]=23)[CH2:3][CH2:2]1.[CH3:17][O:18][C:19]1[CH:20]=[C:21](B(O)O)[CH:22]=[C:23]([O:25][CH3:26])[CH:24]=1.C([O-])([O-])=O.[K+].[K+]. Given the product [CH3:17][O:18][C:19]1[CH:20]=[C:21]([C:14]2[CH:13]=[N:12][C:11]3=[C:7]([N:4]4[CH2:5][CH2:6][O:1][CH2:2][CH2:3]4)[S:8][N:9]=[C:10]3[CH:15]=2)[CH:22]=[C:23]([O:25][CH3:26])[CH:24]=1, predict the reactants needed to synthesize it. (7) Given the product [OH:1][CH2:2][CH2:3][C@@H:4]1[NH:18][C:17](=[O:19])[N:16]([CH3:20])[CH2:15][CH2:14][CH2:13][CH2:12][CH:11]=[CH:10][C@H:9]2[C@@:7]([C:21]([OH:23])=[O:22])([CH2:8]2)[NH:6][C:5]1=[O:26], predict the reactants needed to synthesize it. The reactants are: [OH:1][CH2:2][CH2:3][C@@H:4]1[NH:18][C:17](=[O:19])[N:16]([CH3:20])[CH2:15][CH2:14][CH2:13][CH2:12][CH:11]=[CH:10][C@H:9]2[C@@:7]([C:21]([O:23]CC)=[O:22])([CH2:8]2)[NH:6][C:5]1=[O:26].[Li+].[OH-].Cl. (8) Given the product [C:21]([O:25][C:26]([NH:28][C:29]1([C:32]([CH:33]([CH2:2][C:3]([C:5]2[CH:14]=[CH:13][CH:12]=[C:11]3[C:6]=2[N:7]=[C:8]([NH:16][C:17]([CH3:20])([CH3:19])[CH3:18])[C:9]([CH3:15])=[N:10]3)=[O:4])[C:34]([O:36][CH2:37][CH3:38])=[O:35])=[O:39])[CH2:31][CH2:30]1)=[O:27])([CH3:24])([CH3:23])[CH3:22], predict the reactants needed to synthesize it. The reactants are: Br[CH2:2][C:3]([C:5]1[CH:14]=[CH:13][CH:12]=[C:11]2[C:6]=1[N:7]=[C:8]([NH:16][C:17]([CH3:20])([CH3:19])[CH3:18])[C:9]([CH3:15])=[N:10]2)=[O:4].[C:21]([O:25][C:26]([NH:28][C:29]1([C:32](=[O:39])[CH2:33][C:34]([O:36][CH2:37][CH3:38])=[O:35])[CH2:31][CH2:30]1)=[O:27])([CH3:24])([CH3:23])[CH3:22].C([O-])([O-])=O.[K+].[K+].